Dataset: Catalyst prediction with 721,799 reactions and 888 catalyst types from USPTO. Task: Predict which catalyst facilitates the given reaction. (1) Reactant: O[CH:2]([CH:6](/[CH:12]=[CH:13]\[CH3:14])[C:7]([O:9][CH2:10][CH3:11])=[O:8])[CH:3]([CH3:5])[CH3:4].CC(C)/C=C/C(OCC)=[O:20].CC(CC)C=O. Product: [OH:20][CH:12]([CH:6]([CH:2]=[C:3]([CH3:5])[CH3:4])[C:7]([O:9][CH2:10][CH3:11])=[O:8])[CH2:13][CH3:14]. The catalyst class is: 7. (2) Reactant: [F:1][C:2]1[CH:24]=[CH:23][C:5]([CH2:6][O:7][C:8]2[CH:13]=[CH:12][N:11]([C:14]3[CH:19]=[CH:18][C:17]([OH:20])=[C:16]([CH3:21])[CH:15]=3)[C:10](=[O:22])[CH:9]=2)=[CH:4][CH:3]=1.Br[CH2:26][C:27]([O:29][CH3:30])=[O:28].[C:31]([O-])([O-])=O.[K+].[K+]. Product: [F:1][C:2]1[CH:3]=[CH:4][C:5]([CH2:6][O:7][C:8]2[CH:13]=[CH:12][N:11]([C:14]3[CH:19]=[CH:18][C:17]([O:20][CH2:26][C:27]([O:29][CH3:30])=[O:28])=[C:16]([CH2:21][CH3:31])[CH:15]=3)[C:10](=[O:22])[CH:9]=2)=[CH:23][CH:24]=1. The catalyst class is: 23. (3) Reactant: [Cl:1][C:2]1[C:7]([C:8]2[CH:13]=[CH:12][CH:11]=[C:10](C=O)[CH:9]=2)=[CH:6][C:5]([CH2:16][NH:17][C:18]([C:20]2[CH:25]=[C:24]([CH3:26])[CH:23]=[C:22]([C:27]([NH:29][CH2:30][C:31]3[C:32]([NH:44][CH:45]4[CH2:50][CH2:49][O:48][CH2:47][CH2:46]4)=[C:33]4[CH:41]=[N:40][N:39]([CH2:42][CH3:43])[C:34]4=[N:35][C:36]=3[CH2:37][CH3:38])=[O:28])[CH:21]=2)=[O:19])=[CH:4][CH:3]=1.[CH3:51][N:52]1[CH2:57][CH2:56][NH:55][CH2:54][CH2:53]1.[C:58](O)(=O)C.C(O[BH-](OC(=O)C)OC(=O)C)(=O)C. Product: [Cl:1][C:2]1[C:7]([C:8]2[CH:13]=[CH:12][CH:11]=[C:10]([CH2:51][N:52]3[CH2:57][CH2:56][N:55]([CH3:58])[CH2:54][CH2:53]3)[CH:9]=2)=[CH:6][C:5]([CH2:16][NH:17][C:18]([C:20]2[CH:25]=[C:24]([CH3:26])[CH:23]=[C:22]([C:27]([NH:29][CH2:30][C:31]3[C:32]([NH:44][CH:45]4[CH2:50][CH2:49][O:48][CH2:47][CH2:46]4)=[C:33]4[CH:41]=[N:40][N:39]([CH2:42][CH3:43])[C:34]4=[N:35][C:36]=3[CH2:37][CH3:38])=[O:28])[CH:21]=2)=[O:19])=[CH:4][CH:3]=1. The catalyst class is: 16. (4) Reactant: [CH3:1][C:2]1[S:3][C:4]2[CH:10]=[C:9]([OH:11])[C:8]([OH:12])=[CH:7][C:5]=2[N:6]=1.[N+:13]([O-])([OH:15])=[O:14]. Product: [CH3:1][C:2]1[S:3][C:4]2[C:10]([N+:13]([O-:15])=[O:14])=[C:9]([OH:11])[C:8]([OH:12])=[CH:7][C:5]=2[N:6]=1. The catalyst class is: 866. (5) Reactant: [Br:1][C:2]1[CH:3]=[CH:4][C:5]([OH:10])=[C:6]([CH:9]=1)[CH:7]=[O:8].[C:11]1([N:17]2[CH2:22][CH2:21][O:20][CH2:19][CH2:18]2)[CH2:16][CH2:15][CH2:14][CH2:13][CH:12]=1. Product: [Br:1][C:2]1[CH:9]=[C:6]2[C:5]([O:10][C:11]3([N:17]4[CH2:22][CH2:21][O:20][CH2:19][CH2:18]4)[CH:16]([CH:7]2[OH:8])[CH2:15][CH2:14][CH2:13][CH2:12]3)=[CH:4][CH:3]=1. The catalyst class is: 11. (6) Reactant: [Cl:1][C:2]1[N:7]=[C:6]([OH:8])[CH:5]=[CH:4][CH:3]=1.C(=O)([O-])[O-].[K+].[K+].Cl[CH2:16][O:17][CH2:18][CH2:19][Si:20]([CH3:23])([CH3:22])[CH3:21]. Product: [Cl:1][C:2]1[CH:3]=[CH:4][CH:5]=[C:6]([O:8][CH2:16][O:17][CH2:18][CH2:19][Si:20]([CH3:23])([CH3:22])[CH3:21])[N:7]=1. The catalyst class is: 21. (7) Reactant: [Br:1]Br.[Cl:3][C:4]1[CH:9]=[CH:8][CH:7]=[C:6]([F:10])[C:5]=1[CH2:11][CH2:12][CH:13]=[O:14]. Product: [Br:1][CH:12]([CH2:11][C:5]1[C:6]([F:10])=[CH:7][CH:8]=[CH:9][C:4]=1[Cl:3])[CH:13]=[O:14]. The catalyst class is: 4.